This data is from Full USPTO retrosynthesis dataset with 1.9M reactions from patents (1976-2016). The task is: Predict the reactants needed to synthesize the given product. (1) Given the product [OH:11][C:8]1[CH:9]=[CH:10][C:5]([O:4][CH2:3][CH2:2][N:12]2[CH2:22][CH2:21][CH:15]([C:16]([O:18][CH2:19][CH3:20])=[O:17])[CH2:14][CH2:13]2)=[CH:6][CH:7]=1, predict the reactants needed to synthesize it. The reactants are: Br[CH2:2][CH2:3][O:4][C:5]1[CH:10]=[CH:9][C:8]([OH:11])=[CH:7][CH:6]=1.[NH:12]1[CH2:22][CH2:21][CH:15]([C:16]([O:18][CH2:19][CH3:20])=[O:17])[CH2:14][CH2:13]1.CCN(CC)CC. (2) Given the product [CH3:1][O:2][CH2:3][C@H:4]([CH3:27])[O:5][C:6]1[CH:7]=[C:8]([CH:13]=[C:14]([O:16][C:17]2[CH:22]=[CH:21][C:20]([S:23]([CH3:26])(=[O:24])=[O:25])=[CH:19][CH:18]=2)[CH:15]=1)[C:9]([OH:11])=[O:10], predict the reactants needed to synthesize it. The reactants are: [CH3:1][O:2][CH2:3][C@H:4]([CH3:27])[O:5][C:6]1[CH:7]=[C:8]([CH:13]=[C:14]([O:16][C:17]2[CH:22]=[CH:21][C:20]([S:23]([CH3:26])(=[O:25])=[O:24])=[CH:19][CH:18]=2)[CH:15]=1)[C:9]([O:11]C)=[O:10].[OH-].[Na+].